This data is from Forward reaction prediction with 1.9M reactions from USPTO patents (1976-2016). The task is: Predict the product of the given reaction. (1) Given the reactants [H-].[Na+].[OH:3][C:4]1[CH:5]=[C:6]([C:10]([F:13])([F:12])[F:11])[CH:7]=[CH:8][CH:9]=1.[C:14]1(=[O:18])[O:17][CH2:16][CH2:15]1.Cl, predict the reaction product. The product is: [F:13][C:10]([F:11])([F:12])[C:6]1[CH:5]=[C:4]([CH:9]=[CH:8][CH:7]=1)[O:3][CH2:16][CH2:15][C:14]([OH:18])=[O:17]. (2) Given the reactants [CH:1]1([C:4]2[C:5]([O:13][C@@H:14]([CH3:19])[C:15]([F:18])([F:17])[F:16])=[CH:6][C:7]([C:10]([OH:12])=O)=[N:8][CH:9]=2)[CH2:3][CH2:2]1.[NH2:20][CH:21]([C:24]1([CH3:28])[CH2:27][O:26][CH2:25]1)[C:22]#[N:23], predict the reaction product. The product is: [C:22]([CH:21]([C:24]1([CH3:28])[CH2:27][O:26][CH2:25]1)[NH:20][C:10]([C:7]1[CH:6]=[C:5]([O:13][C@@H:14]([CH3:19])[C:15]([F:18])([F:17])[F:16])[C:4]([CH:1]2[CH2:2][CH2:3]2)=[CH:9][N:8]=1)=[O:12])#[N:23]. (3) Given the reactants [F:1][C:2]([C:5]1[O:9][C:8]([CH2:10][N:11]2[N:15]=[C:14]([NH2:16])[CH:13]=[N:12]2)=[CH:7][CH:6]=1)([F:4])[CH3:3].[CH3:17][N:18]([CH3:33])[C:19]1[CH:20]=[C:21]([C:25]2[O:29][CH:28]=[N:27][C:26]=2[C:30](O)=[O:31])[CH:22]=[CH:23][CH:24]=1, predict the reaction product. The product is: [F:4][C:2]([C:5]1[O:9][C:8]([CH2:10][N:11]2[N:15]=[C:14]([NH:16][C:30]([C:26]3[N:27]=[CH:28][O:29][C:25]=3[C:21]3[CH:22]=[CH:23][CH:24]=[C:19]([N:18]([CH3:33])[CH3:17])[CH:20]=3)=[O:31])[CH:13]=[N:12]2)=[CH:7][CH:6]=1)([F:1])[CH3:3]. (4) Given the reactants [F:1][C:2]1[CH:7]=[CH:6][C:5]([S:8][C:9]2[C:10]([C:23]([OH:25])=O)=[N:11][C:12]([CH2:15][N:16]3[C:21](=[O:22])[CH:20]=[CH:19][CH:18]=[N:17]3)=[CH:13][N:14]=2)=[CH:4][CH:3]=1.Cl.CN(C)CCCN=C=NCC.ON1C2C=CC=CC=2N=N1.[NH2:48][C:49]1[S:50][C:51]([CH3:54])=[CH:52][N:53]=1, predict the reaction product. The product is: [F:1][C:2]1[CH:7]=[CH:6][C:5]([S:8][C:9]2[C:10]([C:23]([NH:48][C:49]3[S:50][C:51]([CH3:54])=[CH:52][N:53]=3)=[O:25])=[N:11][C:12]([CH2:15][N:16]3[C:21](=[O:22])[CH:20]=[CH:19][CH:18]=[N:17]3)=[CH:13][N:14]=2)=[CH:4][CH:3]=1. (5) Given the reactants [H-].[Al+3].[Li+].[H-].[H-].[H-].[Cl:7][C:8]1[C:13]([F:14])=[CH:12][CH:11]=[CH:10][C:9]=1[NH:15][CH:16]=O, predict the reaction product. The product is: [CH3:16][NH:15][C:9]1[CH:10]=[CH:11][CH:12]=[C:13]([F:14])[C:8]=1[Cl:7]. (6) Given the reactants C(C=P(CCCC)(CCCC)CCCC)#N.[CH2:17]([O:24][C:25]1[CH:42]=[CH:41][C:28]([C:29]([NH:31][CH2:32][C@H:33]2[CH2:38][CH2:37][C@@H:36]([CH2:39][OH:40])[CH2:35][CH2:34]2)=[O:30])=[CH:27][CH:26]=1)[C:18]1[CH:23]=[CH:22][CH:21]=[CH:20][CH:19]=1.[CH3:43][O:44][C:45]1[CH:50]=[CH:49][C:48](O)=[CH:47][CH:46]=1, predict the reaction product. The product is: [CH2:17]([O:24][C:25]1[CH:26]=[CH:27][C:28]([C:29]([NH:31][CH2:32][C@H:33]2[CH2:38][CH2:37][C@@H:36]([CH2:39][O:40][C:48]3[CH:49]=[CH:50][C:45]([O:44][CH3:43])=[CH:46][CH:47]=3)[CH2:35][CH2:34]2)=[O:30])=[CH:41][CH:42]=1)[C:18]1[CH:19]=[CH:20][CH:21]=[CH:22][CH:23]=1.